From a dataset of Forward reaction prediction with 1.9M reactions from USPTO patents (1976-2016). Predict the product of the given reaction. (1) Given the reactants [NH2:1][C:2]1[CH:3]=[CH:4][C:5]([F:20])=[C:6]([C@:8]2([CH3:19])[C:13]([F:15])([F:14])[C:12]([CH3:17])([CH3:16])[O:11][C:10]([NH2:18])=[N:9]2)[CH:7]=1.[Cl:21][C:22]1[N:27]=[N:26][C:25]([C:28](O)=[O:29])=[CH:24][CH:23]=1, predict the reaction product. The product is: [NH2:18][C:10]1[O:11][C:12]([CH3:16])([CH3:17])[C:13]([F:14])([F:15])[C@:8]([C:6]2[CH:7]=[C:2]([NH:1][C:28]([C:25]3[N:26]=[N:27][C:22]([Cl:21])=[CH:23][CH:24]=3)=[O:29])[CH:3]=[CH:4][C:5]=2[F:20])([CH3:19])[N:9]=1. (2) Given the reactants [NH2:1][C:2]1[C:9]([OH:10])=[C:8]([F:11])[C:7]([C:12]2[CH:17]=[CH:16][CH:15]=[CH:14][CH:13]=2)=[C:6]([CH3:18])[C:3]=1[C:4]#[N:5].C(N(CC)CC)C.[CH:26]1([C:31](Cl)=[O:32])[CH2:30][CH2:29][CH2:28][CH2:27]1.C(O)(=O)CC(CC(O)=O)(C(O)=O)O, predict the reaction product. The product is: [CH:26]1([C:31]([O:10][C:9]2[C:8]([F:11])=[C:7]([C:12]3[CH:13]=[CH:14][CH:15]=[CH:16][CH:17]=3)[C:6]([CH3:18])=[C:3]([C:4]#[N:5])[C:2]=2[NH2:1])=[O:32])[CH2:30][CH2:29][CH2:28][CH2:27]1. (3) Given the reactants [Cl:1][C:2]1[C:18]([CH3:19])=[C:17]([C:20]2[C:28]3[C:27]([Cl:29])=[N:26][CH:25]=[N:24][C:23]=3[S:22][CH:21]=2)[CH:16]=[CH:15][C:3]=1[O:4][Si:5]([CH:12]([CH3:14])[CH3:13])([CH:9]([CH3:11])[CH3:10])[CH:6]([CH3:8])[CH3:7].[CH:30]([N-:33]C(C)C)(C)C.[Li+].C1(C)C=CC(S(C#N)(=O)=O)=CC=1.[NH4+].[Cl-], predict the reaction product. The product is: [Cl:29][C:27]1[C:28]2[C:20]([C:17]3[CH:16]=[CH:15][C:3]([O:4][Si:5]([CH:6]([CH3:7])[CH3:8])([CH:12]([CH3:13])[CH3:14])[CH:9]([CH3:10])[CH3:11])=[C:2]([Cl:1])[C:18]=3[CH3:19])=[C:21]([C:30]#[N:33])[S:22][C:23]=2[N:24]=[CH:25][N:26]=1.